From a dataset of Full USPTO retrosynthesis dataset with 1.9M reactions from patents (1976-2016). Predict the reactants needed to synthesize the given product. (1) Given the product [F:1][C:2]1[CH:3]=[C:4]2[C:8](=[CH:9][CH:10]=1)[NH:7][C:6](=[O:11])[CH:5]2[CH2:12][CH2:13][CH2:14][CH2:15][N:30]1[CH2:31][CH2:32][N:27]([C:21]2[CH:26]=[CH:25][CH:24]=[CH:23][CH:22]=2)[CH2:28][CH2:29]1, predict the reactants needed to synthesize it. The reactants are: [F:1][C:2]1[CH:3]=[C:4]2[C:8](=[CH:9][CH:10]=1)[NH:7][C:6](=[O:11])[CH:5]2[CH2:12][CH2:13][CH2:14][CH2:15]OS(C)(=O)=O.[C:21]1([N:27]2[CH2:32][CH2:31][NH:30][CH2:29][CH2:28]2)[CH:26]=[CH:25][CH:24]=[CH:23][CH:22]=1. (2) The reactants are: Cl[C:2]1[N:7]2[N:8]=[CH:9][C:10]([C:11]([O:13][CH2:14][CH3:15])=[O:12])=[C:6]2[N:5]=[CH:4][C:3]=1[C:16]([N:18]1[CH2:23][CH2:22][CH:21]([C:24]2[CH:29]=[CH:28][C:27](F)=[CH:26][CH:25]=2)[CH2:20][CH2:19]1)=[O:17].[CH3:31][C:32]1[CH:38]=[CH:37][C:36]([CH3:39])=[CH:35][C:33]=1[NH2:34]. Given the product [CH3:31][C:32]1[CH:38]=[CH:37][C:36]([CH3:39])=[CH:35][C:33]=1[NH:34][C:2]1[N:7]2[N:8]=[CH:9][C:10]([C:11]([O:13][CH2:14][CH3:15])=[O:12])=[C:6]2[N:5]=[CH:4][C:3]=1[C:16]([N:18]1[CH2:23][CH2:22][CH:21]([C:24]2[CH:29]=[CH:28][CH:27]=[CH:26][CH:25]=2)[CH2:20][CH2:19]1)=[O:17], predict the reactants needed to synthesize it. (3) Given the product [CH3:1][N:2]1[CH2:11][CH2:10][C:9]2[C:4]3=[C:5]([CH2:12][CH:13]([N:34]4[CH2:35][CH2:36][CH:31]([N:17]5[C:18]6[C:23](=[CH:22][CH:21]=[CH:20][CH:19]=6)[CH:24]([CH2:25][C:26]([O:28][CH2:29][CH3:30])=[O:27])[C:16]5=[O:15])[CH2:32][CH2:33]4)[CH:3]13)[CH:6]=[CH:7][CH:8]=2, predict the reactants needed to synthesize it. The reactants are: [CH3:1][N:2]1[CH2:11][CH2:10][C:9]2[C:4]3=[C:5]([C:12](=O)[CH2:13][CH:3]13)[CH:6]=[CH:7][CH:8]=2.[O:15]=[C:16]1[CH:24]([CH2:25][C:26]([O:28][CH2:29][CH3:30])=[O:27])[C:23]2[C:18](=[CH:19][CH:20]=[CH:21][CH:22]=2)[N:17]1[CH:31]1[CH2:36][CH2:35][NH:34][CH2:33][CH2:32]1.C([BH3-])#N.[Na+]. (4) Given the product [CH:1]1([N:7]2[CH2:13][C:12]([F:15])([F:14])[C:11](=[O:16])[N:10]([CH3:17])[C:9]3[CH:18]=[N:19][C:20]([NH:22][C:23]4[CH:31]=[CH:30][C:26]([C:27]([NH:58][C@@H:59]5[CH:64]6[CH2:65][CH2:66][N:61]([CH2:62][CH2:63]6)[CH2:60]5)=[O:29])=[CH:25][C:24]=4[O:32][CH3:33])=[N:21][C:8]2=3)[CH2:6][CH2:5][CH2:4][CH2:3][CH2:2]1, predict the reactants needed to synthesize it. The reactants are: [CH:1]1([N:7]2[CH2:13][C:12]([F:15])([F:14])[C:11](=[O:16])[N:10]([CH3:17])[C:9]3[CH:18]=[N:19][C:20]([NH:22][C:23]4[CH:31]=[CH:30][C:26]([C:27]([OH:29])=O)=[CH:25][C:24]=4[O:32][CH3:33])=[N:21][C:8]2=3)[CH2:6][CH2:5][CH2:4][CH2:3][CH2:2]1.CN(C(ON1N=NC2C=CC=NC1=2)=[N+](C)C)C.F[P-](F)(F)(F)(F)F.[NH2:58][C@@H:59]1[CH:64]2[CH2:65][CH2:66][N:61]([CH2:62][CH2:63]2)[CH2:60]1. (5) Given the product [N:2]1([C:11]2[C:12]3[CH:19]=[CH:18][NH:17][C:13]=3[N:14]=[CH:15][N:16]=2)[CH:10]2[CH:5]([NH:6][CH2:7][CH2:8][CH2:9]2)[CH2:4][CH2:3]1, predict the reactants needed to synthesize it. The reactants are: Br.[N:2]1([C:11]2[C:12]3[CH:19]=[CH:18][NH:17][C:13]=3[N:14]=[CH:15][N:16]=2)[CH:10]2[CH:5]([NH:6][CH2:7][CH2:8][CH2:9]2)[CH2:4][CH2:3]1.CC[NH+](CC)CC.CC[NH+](CC)CC.C([O-])([O-])=O. (6) Given the product [F:1][C:2]1[CH:7]=[CH:6][CH:5]=[CH:4][C:3]=1[N:8]1[CH2:13][CH2:12][N:11]([CH2:15][CH2:14][CH2:20][S:17]([OH:19])(=[O:18])=[O:16])[CH2:10][CH2:9]1, predict the reactants needed to synthesize it. The reactants are: [F:1][C:2]1[CH:7]=[CH:6][CH:5]=[CH:4][C:3]=1[N:8]1[CH2:13][CH2:12][NH:11][CH2:10][CH2:9]1.[CH2:14]1[CH2:20][S:17](=[O:19])(=[O:18])[O:16][CH2:15]1. (7) Given the product [C:1]([O:5][C:6](=[O:23])[NH:7][C@H:8]([CH2:9][C:10]1[CH:15]=[CH:14][CH:13]=[CH:12][C:11]=1[F:16])[C:17](=[O:22])[CH2:36][C:35]1[CH:34]=[CH:33][CH:32]=[C:31]([Cl:37])[C:30]=1[C:29](=[O:38])[NH:28][C:24]([CH3:26])([CH3:25])[CH3:27])([CH3:2])([CH3:3])[CH3:4], predict the reactants needed to synthesize it. The reactants are: [C:1]([O:5][C:6](=[O:23])[NH:7][C@@H:8]([C:17](=[O:22])N(OC)C)[CH2:9][C:10]1[CH:15]=[CH:14][CH:13]=[CH:12][C:11]=1[F:16])([CH3:4])([CH3:3])[CH3:2].[C:24]([NH:28][C:29](=[O:38])[C:30]1[C:35]([CH3:36])=[CH:34][CH:33]=[CH:32][C:31]=1[Cl:37])([CH3:27])([CH3:26])[CH3:25]. (8) Given the product [ClH:1].[ClH:1].[NH2:27][C@H:28]1[CH2:33][CH2:32][C@H:31]([NH:34][C:2]2[N:10]=[C:9]3[C:5]([N:6]=[CH:7][N:8]3[CH:11]3[CH2:15][CH2:14][CH2:13][CH2:12]3)=[C:4]([NH:16][CH2:17][CH2:18][NH:19][S:20]([C:23]([F:26])([F:25])[F:24])(=[O:22])=[O:21])[N:3]=2)[CH2:30][CH2:29]1, predict the reactants needed to synthesize it. The reactants are: [Cl:1][C:2]1[N:10]=[C:9]2[C:5]([N:6]=[CH:7][N:8]2[CH:11]2[CH2:15][CH2:14][CH2:13][CH2:12]2)=[C:4]([NH:16][CH2:17][CH2:18][NH:19][S:20]([C:23]([F:26])([F:25])[F:24])(=[O:22])=[O:21])[N:3]=1.[NH2:27][C@H:28]1[CH2:33][CH2:32][C@H:31]([NH2:34])[CH2:30][CH2:29]1. (9) The reactants are: [Cl:1][C:2]1[CH:24]=[CH:23][CH:22]=[C:21]([C:25]#[N:26])[C:3]=1[CH2:4][N:5]1[C:13]2[C:8](=[CH:9][CH:10]=[C:11]([C:14]([F:19])([F:18])[C:15]([OH:17])=[O:16])[CH:12]=2)[C:7]([CH3:20])=[N:6]1.[OH-].[K+:28]. Given the product [Cl:1][C:2]1[CH:24]=[CH:23][CH:22]=[C:21]([C:25]#[N:26])[C:3]=1[CH2:4][N:5]1[C:13]2[C:8](=[CH:9][CH:10]=[C:11]([C:14]([F:18])([F:19])[C:15]([O-:17])=[O:16])[CH:12]=2)[C:7]([CH3:20])=[N:6]1.[K+:28], predict the reactants needed to synthesize it. (10) Given the product [NH2:21][CH2:20][C@@H:4]1[O:3][C:2](=[O:1])[N:6]([C:7]2[CH:12]=[CH:11][C:10]([N:13]3[CH2:18][CH2:17][O:16][CH2:15][C:14]3=[O:19])=[CH:9][CH:8]=2)[CH2:5]1, predict the reactants needed to synthesize it. The reactants are: [O:1]=[C:2]1[N:6]([C:7]2[CH:12]=[CH:11][C:10]([N:13]3[CH2:18][CH2:17][O:16][CH2:15][C:14]3=[O:19])=[CH:9][CH:8]=2)[CH2:5][C@H:4]([CH2:20][N:21]2C(=O)C3C(=CC=CC=3)C2=O)[O:3]1.CN.C(O)(=O)CCC(O)=O.